Dataset: HIV replication inhibition screening data with 41,000+ compounds from the AIDS Antiviral Screen. Task: Binary Classification. Given a drug SMILES string, predict its activity (active/inactive) in a high-throughput screening assay against a specified biological target. (1) The molecule is CON(C)C(=O)C1CCCO1. The result is 0 (inactive). (2) The drug is CC(C)=CCCC(C)C1=C(Nc2ccccc2Cl)C(=O)C(C)=C(O)C1=O. The result is 0 (inactive).